Dataset: NCI-60 drug combinations with 297,098 pairs across 59 cell lines. Task: Regression. Given two drug SMILES strings and cell line genomic features, predict the synergy score measuring deviation from expected non-interaction effect. (1) Drug 1: CCC1=CC2CC(C3=C(CN(C2)C1)C4=CC=CC=C4N3)(C5=C(C=C6C(=C5)C78CCN9C7C(C=CC9)(C(C(C8N6C)(C(=O)OC)O)OC(=O)C)CC)OC)C(=O)OC.C(C(C(=O)O)O)(C(=O)O)O. Drug 2: CN(C(=O)NC(C=O)C(C(C(CO)O)O)O)N=O. Cell line: 786-0. Synergy scores: CSS=8.68, Synergy_ZIP=-1.27, Synergy_Bliss=-1.74, Synergy_Loewe=-42.1, Synergy_HSA=-1.24. (2) Cell line: NCIH23. Drug 2: C1CN(CCN1C(=O)CCBr)C(=O)CCBr. Synergy scores: CSS=34.2, Synergy_ZIP=-3.34, Synergy_Bliss=0.629, Synergy_Loewe=-5.94, Synergy_HSA=0.476. Drug 1: CN(CCCl)CCCl.Cl.